Dataset: Full USPTO retrosynthesis dataset with 1.9M reactions from patents (1976-2016). Task: Predict the reactants needed to synthesize the given product. (1) Given the product [CH3:1][N:2]1[CH2:7][CH2:6][CH2:5][CH:4]([O:8][C:12]2[CH:13]=[C:14]([CH:17]=[CH:18][CH:19]=2)[C:15]#[N:16])[CH2:3]1, predict the reactants needed to synthesize it. The reactants are: [CH3:1][N:2]1[CH2:7][CH2:6][CH2:5][CH:4]([OH:8])[CH2:3]1.[H-].[Na+].F[C:12]1[CH:13]=[C:14]([CH:17]=[CH:18][CH:19]=1)[C:15]#[N:16]. (2) Given the product [Cl:23][C:20]1[CH:21]=[CH:22][C:17]([C:15](=[O:16])[CH2:14][CH2:13][CH2:12][CH2:11][CH2:10][N:38]2[CH2:39][CH2:40][CH:35]([C:31]3[CH:30]=[C:29]([NH:28][C:26](=[O:27])[CH:25]([CH3:24])[CH3:41])[CH:34]=[CH:33][CH:32]=3)[CH2:36][CH2:37]2)=[CH:18][CH:19]=1, predict the reactants needed to synthesize it. The reactants are: C([O-])([O-])=O.[K+].[K+].[Na+].[I-].Cl[CH2:10][CH2:11][CH2:12][CH2:13][CH2:14][C:15]([C:17]1[CH:22]=[CH:21][C:20]([Cl:23])=[CH:19][CH:18]=1)=[O:16].[CH3:24][CH:25]([CH3:41])[C:26]([NH:28][C:29]1[CH:34]=[CH:33][CH:32]=[C:31]([CH:35]2[CH2:40][CH2:39][NH:38][CH2:37][CH2:36]2)[CH:30]=1)=[O:27]. (3) The reactants are: [CH2:1]([O:8][P:9]([O:19][C:20]1[CH:21]=[C:22]([CH:28]=[CH:29][CH:30]=1)[C:23]([O:25]CC)=[O:24])([O:11][CH2:12][C:13]1[CH:18]=[CH:17][CH:16]=[CH:15][CH:14]=1)=[O:10])[C:2]1[CH:7]=[CH:6][CH:5]=[CH:4][CH:3]=1.[Li+].[OH-]. Given the product [CH2:12]([O:11][P:9]([O:19][C:20]1[CH:21]=[C:22]([CH:28]=[CH:29][CH:30]=1)[C:23]([OH:25])=[O:24])([O:8][CH2:1][C:2]1[CH:7]=[CH:6][CH:5]=[CH:4][CH:3]=1)=[O:10])[C:13]1[CH:18]=[CH:17][CH:16]=[CH:15][CH:14]=1, predict the reactants needed to synthesize it. (4) Given the product [O:11]1[C@@H:3]2[CH2:4][C:5]3[CH:6]=[CH:7][CH:8]=[CH:9][C:10]=3[C@@H:2]2[NH:1][C:16]1=[O:17], predict the reactants needed to synthesize it. The reactants are: [NH2:1][C@H:2]1[C:10]2[C:5](=[CH:6][CH:7]=[CH:8][CH:9]=2)[CH2:4][C@H:3]1[OH:11].[OH-].[K+].C1C[O:17][CH2:16]C1.C(=O)(OC(Cl)(Cl)Cl)OC(Cl)(Cl)Cl. (5) Given the product [F:16][C:15]([F:18])([F:17])[C:63]([OH:64])=[O:34].[Cl:1][C:2]1[CH:3]=[C:4]([NH:19][C:20]2[C:30]3[CH:29]=[C:28]([C:31]([NH:60][CH2:56][CH:57]([CH3:59])[CH3:58])=[O:32])[CH2:27][CH2:26][NH:25][C:24]=3[N:23]=[CH:22][N:21]=2)[CH:5]=[CH:6][C:7]=1[O:8][C:9]1[CH:14]=[CH:13][CH:12]=[C:11]([C:15]([F:18])([F:16])[F:17])[CH:10]=1, predict the reactants needed to synthesize it. The reactants are: [Cl:1][C:2]1[CH:3]=[C:4]([NH:19][C:20]2[C:30]3[CH:29]=[C:28]([C:31](O)=[O:32])[CH2:27][CH2:26][NH:25][C:24]=3[N:23]=[CH:22][N:21]=2)[CH:5]=[CH:6][C:7]=1[O:8][C:9]1[CH:14]=[CH:13][CH:12]=[C:11]([C:15]([F:18])([F:17])[F:16])[CH:10]=1.[OH:34]N1C2C=CC=CC=2N=N1.Cl.C(N=C=NCCCN(C)C)C.[CH2:56]([NH2:60])[CH:57]([CH3:59])[CH3:58].CN(C)[CH:63]=[O:64]. (6) Given the product [C:13]([O:16][C:17](=[O:18])[NH:19][CH:20]1[CH2:25][CH2:24][N:23]([C:8]2[CH:9]=[C:2]([F:1])[C:3]([C:4]#[N:5])=[C:6]([F:11])[CH:7]=2)[CH2:22][CH2:21]1)([CH3:15])([CH3:12])[CH3:14], predict the reactants needed to synthesize it. The reactants are: [F:1][C:2]1[CH:9]=[C:8](F)[CH:7]=[C:6]([F:11])[C:3]=1[C:4]#[N:5].[CH3:12][C:13]([O:16][C:17]([NH:19][CH:20]1[CH2:25][CH2:24][NH:23][CH2:22][CH2:21]1)=[O:18])([CH3:15])[CH3:14].C(N(CC)C(C)C)(C)C. (7) The reactants are: [F:1][C:2]1[CH:27]=[CH:26][CH:25]=[C:24]([F:28])[C:3]=1[C:4]([NH:6][C:7](=[O:23])[N:8]([C:10]1[CH:15]=[CH:14][C:13]([S:16]([C:18]([F:21])([F:20])[F:19])=[O:17])=[CH:12][C:11]=1[F:22])[CH3:9])=[O:5].ClC1C=CC=C(C(OO)=[O:37])C=1. Given the product [F:1][C:2]1[CH:27]=[CH:26][CH:25]=[C:24]([F:28])[C:3]=1[C:4]([NH:6][C:7](=[O:23])[N:8]([C:10]1[CH:15]=[CH:14][C:13]([S:16]([C:18]([F:21])([F:20])[F:19])(=[O:37])=[O:17])=[CH:12][C:11]=1[F:22])[CH3:9])=[O:5], predict the reactants needed to synthesize it. (8) Given the product [CH3:1][C:2]1[C:7]([CH:8]([OH:9])[CH2:20][CH2:21][CH3:22])=[CH:6][CH:5]=[C:4]([C:10]2[CH:15]=[CH:14][CH:13]=[C:12]([C:16]([F:17])([F:19])[F:18])[CH:11]=2)[N:3]=1, predict the reactants needed to synthesize it. The reactants are: [CH3:1][C:2]1[C:7]([CH:8]=[O:9])=[CH:6][CH:5]=[C:4]([C:10]2[CH:15]=[CH:14][CH:13]=[C:12]([C:16]([F:19])([F:18])[F:17])[CH:11]=2)[N:3]=1.[CH2:20]([Mg]Cl)[CH2:21][CH3:22]. (9) The reactants are: [F:1][C:2]1[C:11]2[CH2:10][N:9]([C@H:12]([CH:16]([CH3:18])[CH3:17])[C:13](O)=[O:14])[C:8](=[O:19])[C:7]3=[CH:20][NH:21][C:5]([C:6]=23)=[N:4][CH:3]=1.[O:22]=[S:23]1(=[O:29])[CH2:27][CH2:26][CH:25]([NH2:28])[CH2:24]1.C1C=CC2N(O)N=NC=2C=1.C(Cl)CCl. Given the product [F:1][C:2]1[C:11]2[CH2:10][N:9]([C@H:12]([CH:16]([CH3:17])[CH3:18])[C:13]([NH:28][CH:25]3[CH2:26][CH2:27][S:23](=[O:29])(=[O:22])[CH2:24]3)=[O:14])[C:8](=[O:19])[C:7]3=[CH:20][NH:21][C:5]([C:6]=23)=[N:4][CH:3]=1, predict the reactants needed to synthesize it.